This data is from Forward reaction prediction with 1.9M reactions from USPTO patents (1976-2016). The task is: Predict the product of the given reaction. (1) The product is: [CH3:1][C:2]1[CH:8]=[CH:7][CH:6]=[CH:5][C:3]=1[NH:4][CH2:10][C:11]1[CH:16]=[CH:15][CH:14]=[C:13]([CH3:17])[C:12]=1[B:18]1[O:19][C:20]([CH3:26])([CH3:25])[C:21]([CH3:24])([CH3:23])[O:22]1. Given the reactants [CH3:1][C:2]1[CH:8]=[CH:7][CH:6]=[CH:5][C:3]=1[NH2:4].Br[CH2:10][C:11]1[CH:16]=[CH:15][CH:14]=[C:13]([CH3:17])[C:12]=1[B:18]1[O:22][C:21]([CH3:24])([CH3:23])[C:20]([CH3:26])([CH3:25])[O:19]1.C([O-])([O-])=O.[K+].[K+].O, predict the reaction product. (2) Given the reactants [CH2:1]([O:8][C:9]([CH:11]1[CH2:13][CH:12]1[C:14]1[CH:19]=[CH:18][C:17]([O:20]CC2C=CC=CC=2)=[CH:16][CH:15]=1)=[O:10])C1C=CC=CC=1.FC(F)(F)C(O)=O.[N+](=C)=[N-].C(OCC)C, predict the reaction product. The product is: [CH3:1][O:8][C:9]([CH:11]1[CH2:13][CH:12]1[C:14]1[CH:15]=[CH:16][C:17]([OH:20])=[CH:18][CH:19]=1)=[O:10]. (3) Given the reactants [C:1]([O:5][C:6]([N:8]1[CH2:11][CH:10]([C:12]([OH:14])=O)[CH2:9]1)=[O:7])([CH3:4])([CH3:3])[CH3:2].C(Cl)CCl.C1C=CC2N(O)N=NC=2C=1.CCN(CC)CC.[Cl:36][C:37]1[CH:38]=[C:39]([CH:44]2[CH2:48][NH:47][CH2:46][CH:45]2[CH:49]([O:51][C:52]2[CH:59]=[CH:58][C:55]([C:56]#[N:57])=[CH:54][N:53]=2)[CH3:50])[CH:40]=[CH:41][C:42]=1[Cl:43], predict the reaction product. The product is: [C:1]([O:5][C:6]([N:8]1[CH2:9][CH:10]([C:12]([N:47]2[CH2:48][C@H:44]([C:39]3[CH:40]=[CH:41][C:42]([Cl:43])=[C:37]([Cl:36])[CH:38]=3)[C@@H:45]([C@@H:49]([O:51][C:52]3[CH:59]=[CH:58][C:55]([C:56]#[N:57])=[CH:54][N:53]=3)[CH3:50])[CH2:46]2)=[O:14])[CH2:11]1)=[O:7])([CH3:2])([CH3:3])[CH3:4]. (4) Given the reactants [C:1]([C:5]1[CH:6]=[C:7]([NH:18][C:19](=[O:49])[NH:20][CH2:21][C:22]2[CH:48]=[CH:47][CH:46]=[CH:45][C:23]=2[CH2:24][O:25][C:26]2[CH:31]=[C:30]([CH3:32])[N:29]([C:33]3[CH:34]=[C:35]([CH:39]=[CH:40][C:41]=3[CH3:42])[C:36]([OH:38])=O)[C:28](=[O:43])[C:27]=2[Cl:44])[N:8]([C:10]2[CH:15]=[CH:14][C:13]([Cl:16])=[C:12]([OH:17])[CH:11]=2)[N:9]=1)([CH3:4])([CH3:3])[CH3:2].CN.C[CH2:53][N:54]=C=NCCCN(C)C, predict the reaction product. The product is: [C:1]([C:5]1[CH:6]=[C:7]([NH:18][C:19](=[O:49])[NH:20][CH2:21][C:22]2[CH:48]=[CH:47][CH:46]=[CH:45][C:23]=2[CH2:24][O:25][C:26]2[CH:31]=[C:30]([CH3:32])[N:29]([C:33]3[CH:34]=[C:35]([CH:39]=[CH:40][C:41]=3[CH3:42])[C:36]([NH:54][CH3:53])=[O:38])[C:28](=[O:43])[C:27]=2[Cl:44])[N:8]([C:10]2[CH:15]=[CH:14][C:13]([Cl:16])=[C:12]([OH:17])[CH:11]=2)[N:9]=1)([CH3:3])([CH3:4])[CH3:2].